This data is from Full USPTO retrosynthesis dataset with 1.9M reactions from patents (1976-2016). The task is: Predict the reactants needed to synthesize the given product. (1) Given the product [F:1][C:2]1[CH:7]=[CH:6][C:5]([CH:8]([NH:16][C:17]2[CH:26]=[CH:25][CH:24]=[C:23]3[C:18]=2[CH:19]=[CH:20][C:21]([CH3:27])=[N:22]3)[C:9]([CH2:11][S:32][CH2:30][CH3:31])([C:12]([F:13])([F:15])[F:14])[OH:10])=[CH:4][C:3]=1[O:28][CH3:29], predict the reactants needed to synthesize it. The reactants are: [F:1][C:2]1[CH:7]=[CH:6][C:5]([CH:8]([NH:16][C:17]2[CH:26]=[CH:25][CH:24]=[C:23]3[C:18]=2[CH:19]=[CH:20][C:21]([CH3:27])=[N:22]3)[C:9]2([C:12]([F:15])([F:14])[F:13])[CH2:11][O:10]2)=[CH:4][C:3]=1[O:28][CH3:29].[CH2:30]([SH:32])[CH3:31].C(=O)([O-])[O-].[Cs+].[Cs+]. (2) Given the product [N:13]1([C:10]2[C:11]3[O:12][C:4]([C:1]([NH2:2])=[O:3])=[CH:5][C:6]=3[N:7]=[CH:8][N:9]=2)[CH2:14][CH2:15][CH:16]([CH:19]2[CH2:24][CH2:23][NH:22][CH2:21][CH2:20]2)[CH2:17][CH2:18]1, predict the reactants needed to synthesize it. The reactants are: [C:1]([C:4]1[O:12][C:11]2[C:10]([N:13]3[CH2:18][CH2:17][CH:16]([CH:19]4[CH2:24][CH2:23][N:22](C(OC(C)(C)C)=O)[CH2:21][CH2:20]4)[CH2:15][CH2:14]3)=[N:9][CH:8]=[N:7][C:6]=2[CH:5]=1)(=[O:3])[NH2:2].C(O)(C(F)(F)F)=O. (3) Given the product [CH3:17][O:18][C:19]1[CH:20]=[C:21]([CH:22]=[CH:23][C:24]=1[N+:25]([O-:27])=[O:26])[O:28][CH2:30][C@H:31]1[CH2:35][CH2:34][CH2:33][N:32]1[C:36]([O:38][C:39]([CH3:40])([CH3:42])[CH3:41])=[O:37], predict the reactants needed to synthesize it. The reactants are: N(C(OC(C)(C)C)=O)=NC(OC(C)(C)C)=O.[CH3:17][O:18][C:19]1[CH:20]=[C:21]([OH:28])[CH:22]=[CH:23][C:24]=1[N+:25]([O-:27])=[O:26].O[CH2:30][C@H:31]1[CH2:35][CH2:34][CH2:33][N:32]1[C:36]([O:38][C:39]([CH3:42])([CH3:41])[CH3:40])=[O:37].C1(P(C2C=CC=CC=2)C2C=CC=CC=2)C=CC=CC=1. (4) Given the product [F:17][C:14]([F:15])([F:16])[C:10]1[CH:9]=[C:8]([N:7]2[C:2](=[O:1])[NH:3][CH:4]3[CH:6]2[CH2:5]3)[CH:13]=[CH:12][N:11]=1, predict the reactants needed to synthesize it. The reactants are: [O:1]=[C:2]1[N:7]([C:8]2[CH:13]=[CH:12][N:11]=[C:10]([C:14]([F:17])([F:16])[F:15])[CH:9]=2)[CH:6]2[CH:4]([CH2:5]2)[N:3]1C(OCC1C=CC=CC=1)=O.Cl.